Dataset: Catalyst prediction with 721,799 reactions and 888 catalyst types from USPTO. Task: Predict which catalyst facilitates the given reaction. (1) Reactant: C(=O)([O-])[O-].[K+].[K+].[CH2:7](Br)[CH:8]=[CH2:9].[Cl:11][C:12]1[CH:20]=[CH:19][C:15]([C:16]([OH:18])=[O:17])=[CH:14][C:13]=1[O:21][CH3:22]. Product: [CH2:7]([O:18][C:16](=[O:17])[C:15]1[CH:19]=[CH:20][C:12]([Cl:11])=[C:13]([O:21][CH3:22])[CH:14]=1)[CH:8]=[CH2:9]. The catalyst class is: 9. (2) Reactant: [Cl:1][C:2]1[CH:3]=[C:4]([C@@H:9]2[C@@H:14]([C:15]3[CH:20]=[CH:19][C:18]([Cl:21])=[CH:17][CH:16]=3)[N:13]([C@@H:22]([CH2:30][CH3:31])[CH2:23][NH:24][S:25]([CH2:28][CH3:29])(=[O:27])=[O:26])[C:12](=[O:32])[C@:11]([CH2:34][C:35]([OH:37])=[O:36])([CH3:33])[CH2:10]2)[CH:5]=[C:6]([F:8])[CH:7]=1.[H-].[Na+].I[CH3:41]. Product: [Cl:1][C:2]1[CH:3]=[C:4]([C@@H:9]2[C@@H:14]([C:15]3[CH:16]=[CH:17][C:18]([Cl:21])=[CH:19][CH:20]=3)[N:13]([C@@H:22]([CH2:30][CH3:31])[CH2:23][N:24]([CH3:41])[S:25]([CH2:28][CH3:29])(=[O:26])=[O:27])[C:12](=[O:32])[C@:11]([CH2:34][C:35]([OH:37])=[O:36])([CH3:33])[CH2:10]2)[CH:5]=[C:6]([F:8])[CH:7]=1. The catalyst class is: 3.